Dataset: Reaction yield outcomes from USPTO patents with 853,638 reactions. Task: Predict the reaction yield, written as a fraction of the theoretical maximum amount of product (1.0 means a 100% yield; for example, 0.34 means a 34% yield). The reactants are [Cl:1][C:2]1[C:10]([OH:11])=[CH:9][CH:8]=[C:7]2[C:3]=1[CH:4]=[C:5]([CH:21]([F:23])[F:22])[N:6]2[S:12]([C:15]1[CH:20]=[CH:19][CH:18]=[CH:17][CH:16]=1)(=[O:14])=[O:13].CCN(CC)CC.[S:31](O[S:31]([C:34]([F:37])([F:36])[F:35])(=[O:33])=[O:32])([C:34]([F:37])([F:36])[F:35])(=[O:33])=[O:32]. The catalyst is C(Cl)Cl. The product is [F:35][C:34]([F:37])([F:36])[S:31]([O:11][C:10]1[C:2]([Cl:1])=[C:3]2[C:7](=[CH:8][CH:9]=1)[N:6]([S:12]([C:15]1[CH:20]=[CH:19][CH:18]=[CH:17][CH:16]=1)(=[O:14])=[O:13])[C:5]([CH:21]([F:23])[F:22])=[CH:4]2)(=[O:33])=[O:32]. The yield is 0.880.